Predict the reaction yield, written as a fraction of the theoretical maximum amount of product (1.0 means a 100% yield; for example, 0.34 means a 34% yield). From a dataset of Reaction yield outcomes from USPTO patents with 853,638 reactions. (1) The reactants are CCN=C=NCCCN(C)C.Cl.[C:13]([O:16][C:17]1[CH:25]=[CH:24][C:23]([Cl:26])=[CH:22][C:18]=1[C:19]([OH:21])=O)(=[O:15])[CH3:14].[NH2:27][C@@H:28]([CH2:46][C:47]1[CH:52]=[CH:51][CH:50]=[CH:49][CH:48]=1)[C:29]([NH:31][C:32]1[CH:37]=[C:36]([C:38]([F:41])([F:40])[F:39])[CH:35]=[C:34]([C:42]([F:45])([F:44])[F:43])[CH:33]=1)=[O:30].ON1C2C=CC=CC=2N=N1.Cl. The catalyst is CN(C)C=O. The product is [C:13]([O:16][C:17]1[CH:25]=[CH:24][C:23]([Cl:26])=[CH:22][C:18]=1[C:19]([NH:27][C@H:28]([C:29](=[O:30])[NH:31][C:32]1[CH:37]=[C:36]([C:38]([F:40])([F:41])[F:39])[CH:35]=[C:34]([C:42]([F:43])([F:44])[F:45])[CH:33]=1)[CH2:46][C:47]1[CH:48]=[CH:49][CH:50]=[CH:51][CH:52]=1)=[O:21])(=[O:15])[CH3:14]. The yield is 0.514. (2) The reactants are [S:1]1[C:5]2[CH:6]=[CH:7][CH:8]=[CH:9][C:4]=2[N:3]=[C:2]1[NH:10][C:11](=[O:22])[C:12]1[CH:17]=[CH:16][C:15]([C:18]([F:21])([F:20])[F:19])=[CH:14][CH:13]=1.C(=O)([O-])[O-].[K+].[K+].Br[CH2:30][C:31]([O:33]CC)=[O:32]. The catalyst is CN(C)C=O. The product is [F:21][C:18]([F:20])([F:19])[C:15]1[CH:16]=[CH:17][C:12]([C:11]([N:10]=[C:2]2[N:3]([CH2:30][C:31]([OH:33])=[O:32])[C:4]3[CH:9]=[CH:8][CH:7]=[CH:6][C:5]=3[S:1]2)=[O:22])=[CH:13][CH:14]=1. The yield is 0.780. (3) No catalyst specified. The reactants are [CH:1]1[C:10]2[C@H:11]3[CH2:16][NH:15][CH2:14][CH2:13][C@H:12]3[N:8]3[C:9]=2[C:4]([CH2:5][CH2:6][CH2:7]3)=[CH:3][CH:2]=1.Cl[CH2:18][CH2:19][CH2:20][O:21][C:22]1[CH:27]=[CH:26][C:25]([F:28])=[CH:24][CH:23]=1.C([O-])([O-])=O.[K+].[K+]. The yield is 0.320. The product is [F:28][C:25]1[CH:26]=[CH:27][C:22]([O:21][CH2:20][CH2:19][CH2:18][N:15]2[CH2:14][CH2:13][C@H:12]3[N:8]4[C:9]5[C:4](=[CH:3][CH:2]=[CH:1][C:10]=5[C@H:11]3[CH2:16]2)[CH2:5][CH2:6][CH2:7]4)=[CH:23][CH:24]=1. (4) The reactants are [C:1]([O:5][C:6]([N:8]1[CH:16]2[CH:11]([CH2:12][N:13](CC3C=CC=CC=3)[CH2:14][CH2:15]2)[CH2:10][CH2:9]1)=[O:7])([CH3:4])([CH3:3])[CH3:2]. The catalyst is [OH-].[OH-].[Pd+2]. The product is [C:1]([O:5][C:6]([N:8]1[CH:16]2[CH:11]([CH2:12][NH:13][CH2:14][CH2:15]2)[CH2:10][CH2:9]1)=[O:7])([CH3:4])([CH3:2])[CH3:3]. The yield is 0.990. (5) The yield is 0.460. No catalyst specified. The product is [Cl:11][CH2:12][C:13]1[N:8]=[C:6]([C:5]2[CH:9]=[CH:10][C:2]([Cl:1])=[CH:3][CH:4]=2)[O:7][CH:15]=1. The reactants are [Cl:1][C:2]1[CH:10]=[CH:9][C:5]([C:6]([NH2:8])=[O:7])=[CH:4][CH:3]=1.[Cl:11][CH2:12][C:13]([CH2:15]Cl)=O. (6) The reactants are [CH2:1]([S:3](Cl)(=[O:5])=[O:4])[CH3:2].[NH2:7][CH2:8][CH2:9][CH2:10][CH2:11][CH2:12][CH2:13][CH2:14][C:15]([OH:17])=[O:16]. The catalyst is O1CCOCC1.[OH-].[Na+]. The product is [CH2:1]([S:3]([NH:7][CH2:8][CH2:9][CH2:10][CH2:11][CH2:12][CH2:13][CH2:14][C:15]([OH:17])=[O:16])(=[O:5])=[O:4])[CH3:2]. The yield is 0.380.